From a dataset of Forward reaction prediction with 1.9M reactions from USPTO patents (1976-2016). Predict the product of the given reaction. Given the reactants [N:1]1([C:7]([O:9][C:10]([CH3:13])([CH3:12])[CH3:11])=[O:8])[CH2:6][CH2:5][NH:4][CH2:3][CH2:2]1.C(N(C(C)C)CC)(C)C.Cl[C:24]1[CH:29]=[CH:28][C:27]2=[N:30][N:31]=[C:32]([C:33]([F:36])([F:35])[F:34])[N:26]2[N:25]=1, predict the reaction product. The product is: [F:35][C:33]([F:34])([F:36])[C:32]1[N:26]2[N:25]=[C:24]([N:4]3[CH2:5][CH2:6][N:1]([C:7]([O:9][C:10]([CH3:13])([CH3:12])[CH3:11])=[O:8])[CH2:2][CH2:3]3)[CH:29]=[CH:28][C:27]2=[N:30][N:31]=1.